Dataset: Catalyst prediction with 721,799 reactions and 888 catalyst types from USPTO. Task: Predict which catalyst facilitates the given reaction. (1) Reactant: [CH:1]([C:5]1[CH:10]=[CH:9][C:8]([S:11]([NH:14][C:15]2[CH:19]=[CH:18][S:17][C:16]=2[C:20]([O:22]C)=[O:21])(=[O:13])=[O:12])=[CH:7][CH:6]=1)([CH2:3][CH3:4])[CH3:2].[OH-].[Na+].Cl. Product: [CH:1]([C:5]1[CH:10]=[CH:9][C:8]([S:11]([NH:14][C:15]2[CH:19]=[CH:18][S:17][C:16]=2[C:20]([OH:22])=[O:21])(=[O:12])=[O:13])=[CH:7][CH:6]=1)([CH2:3][CH3:4])[CH3:2]. The catalyst class is: 7. (2) Reactant: [OH:1][C:2]1[CH:16]=[CH:15][C:5]([CH2:6][NH:7][C:8](=[O:14])[O:9][C:10]([CH3:13])([CH3:12])[CH3:11])=[CH:4][C:3]=1[O:17][CH3:18].C(=O)([O-])[O-].[K+].[K+].Cl.Cl[CH2:27][C:28]1[CH:29]=[CH:30][C:31]([O:34][CH3:35])=[N:32][CH:33]=1. Product: [CH3:18][O:17][C:3]1[CH:4]=[C:5]([CH:15]=[CH:16][C:2]=1[O:1][CH2:27][C:28]1[CH:33]=[N:32][C:31]([O:34][CH3:35])=[CH:30][CH:29]=1)[CH2:6][NH:7][C:8](=[O:14])[O:9][C:10]([CH3:13])([CH3:12])[CH3:11]. The catalyst class is: 47. (3) Reactant: C([O:8][C:9]1[CH:18]=[C:17]2[C:12]([C:13]([O:19][C:20]3[CH:25]=[CH:24][C:23]([N:26]([C:35]4[CH:40]=[CH:39][C:38]([F:41])=[CH:37][CH:36]=4)[C:27]([C:29]4([C:32]([NH2:34])=[O:33])[CH2:31][CH2:30]4)=[O:28])=[CH:22][C:21]=3[F:42])=[CH:14][CH:15]=[N:16]2)=[CH:11][CH:10]=1)C1C=CC=CC=1. Product: [F:42][C:21]1[CH:22]=[C:23]([N:26]([C:35]2[CH:36]=[CH:37][C:38]([F:41])=[CH:39][CH:40]=2)[C:27]([C:29]2([C:32]([NH2:34])=[O:33])[CH2:31][CH2:30]2)=[O:28])[CH:24]=[CH:25][C:20]=1[O:19][C:13]1[C:12]2[C:17](=[CH:18][C:9]([OH:8])=[CH:10][CH:11]=2)[N:16]=[CH:15][CH:14]=1. The catalyst class is: 19. (4) Reactant: [Cl:1][C:2]1[CH:3]=[CH:4][C:5]2[NH:11][C:10](=[O:12])[C@@H:9]([CH2:13][C:14]([OH:16])=[O:15])[S:8][C@H:7]([C:17]3[CH:22]=[CH:21][CH:20]=[CH:19][C:18]=3[Cl:23])[C:6]=2[CH:24]=1.I[CH:26]([CH3:28])[CH3:27].C(=O)([O-])[O-].[K+].[K+]. Product: [Cl:1][C:2]1[CH:3]=[CH:4][C:5]2[NH:11][C:10](=[O:12])[C@@H:9]([CH2:13][C:14]([O:16][CH:26]([CH3:28])[CH3:27])=[O:15])[S:8][C@H:7]([C:17]3[CH:22]=[CH:21][CH:20]=[CH:19][C:18]=3[Cl:23])[C:6]=2[CH:24]=1. The catalyst class is: 42. (5) Reactant: [C:1]([O:4][CH2:5][C:6]1[N:10]([CH:11]2[CH2:16][CH2:15][O:14][CH2:13][CH2:12]2)[C:9]2[CH:17]=[CH:18][C:19]([C:21](O)=O)=[CH:20][C:8]=2[N:7]=1)(=[O:3])[CH3:2].C(Cl)(=O)C(Cl)=O.CN(C)C=O.[NH2:35][C:36]1[CH:41]=[CH:40][CH:39]=[CH:38][C:37]=1[SH:42]. Product: [C:1]([O:4][CH2:5][C:6]1[N:10]([CH:11]2[CH2:16][CH2:15][O:14][CH2:13][CH2:12]2)[C:9]2[CH:17]=[CH:18][C:19]([C:21]3[S:42][C:37]4[CH:38]=[CH:39][CH:40]=[CH:41][C:36]=4[N:35]=3)=[CH:20][C:8]=2[N:7]=1)(=[O:3])[CH3:2]. The catalyst class is: 7. (6) Reactant: C1(P(=O)(C2C=CC=CC=2)C2C=CC=CC=2)C=CC=CC=1.FC(F)(F)S(OS(C(F)(F)F)(=O)=O)(=O)=O.[N:36]1[CH:41]=[CH:40][CH:39]=[C:38](/[CH:42]=[CH:43]/[C:44]2[C:52]3[C:47](=[CH:48][CH:49]=[C:50]([C:53]([OH:55])=O)[CH:51]=3)[NH:46][N:45]=2)[CH:37]=1.[C:56]1([NH2:63])[CH:61]=[CH:60][CH:59]=[CH:58][C:57]=1[NH2:62].C(=O)([O-])O.[Na+]. Product: [NH2:62][C:57]1[CH:58]=[CH:59][CH:60]=[CH:61][C:56]=1[NH:63][C:53]([C:50]1[CH:51]=[C:52]2[C:47](=[CH:48][CH:49]=1)[NH:46][N:45]=[C:44]2/[CH:43]=[CH:42]/[C:38]1[CH:37]=[N:36][CH:41]=[CH:40][CH:39]=1)=[O:55]. The catalyst class is: 217. (7) Reactant: S1CCCSC1=[C:7]1[CH2:12][CH2:11][CH:10]([C:13]([O:15][CH2:16][CH3:17])=[O:14])[CH2:9][CH2:8]1.[F:18][C:19]([F:25])(F)S(O)(=O)=O.[F:26][C:27]1[CH:28]=[C:29]([OH:35])[CH:30]=[C:31]([F:34])[C:32]=1[F:33].C(N(CC)CC)C.F.F.F.C(N(CC)CC)C.BrN1C(C)(C)C(=O)N(Br)C1=O.C(=O)([O-])O.[Na+]. Product: [F:18][C:19]([F:25])([O:35][C:29]1[CH:28]=[C:27]([F:26])[C:32]([F:33])=[C:31]([F:34])[CH:30]=1)[CH:7]1[CH2:8][CH2:9][CH:10]([C:13]([O:15][CH2:16][CH3:17])=[O:14])[CH2:11][CH2:12]1. The catalyst class is: 4.